Predict which catalyst facilitates the given reaction. From a dataset of Catalyst prediction with 721,799 reactions and 888 catalyst types from USPTO. (1) Reactant: Cl.[C:2]([O:6][C:7]([NH:9][CH:10]1[CH2:15][CH2:14][N:13]([CH:16]2[CH2:21][CH:20]([C:22]3[CH:27]=[CH:26][C:25]([F:28])=[CH:24][CH:23]=3)[CH:19]([C:29]([O:31][CH3:32])=[O:30])[NH:18][CH2:17]2)[CH2:12][CH2:11]1)=[O:8])([CH3:5])([CH3:4])[CH3:3].[C:33](Cl)(=[O:42])[O:34][CH2:35][C:36]1[CH:41]=[CH:40][CH:39]=[CH:38][CH:37]=1. Product: [C:2]([O:6][C:7]([NH:9][CH:10]1[CH2:11][CH2:12][N:13]([CH:16]2[CH2:21][CH:20]([C:22]3[CH:23]=[CH:24][C:25]([F:28])=[CH:26][CH:27]=3)[CH:19]([C:29]([O:31][CH3:32])=[O:30])[N:18]([C:33]([O:34][CH2:35][C:36]3[CH:41]=[CH:40][CH:39]=[CH:38][CH:37]=3)=[O:42])[CH2:17]2)[CH2:14][CH2:15]1)=[O:8])([CH3:5])([CH3:4])[CH3:3]. The catalyst class is: 2. (2) Reactant: [F:1][C:2]1[C:3]([O:26]CC2C=CC=CC=2)=[C:4]2[C:8](=[CH:9][CH:10]=1)[N:7]([C:11]1[CH:16]=[CH:15][C:14]([O:17]CC3C=CC=CC=3)=[C:13]([F:25])[CH:12]=1)[CH:6]=[CH:5]2. Product: [F:1][C:2]1[CH:10]=[CH:9][C:8]2[N:7]([C:11]3[CH:16]=[CH:15][C:14]([OH:17])=[C:13]([F:25])[CH:12]=3)[CH:6]=[CH:5][C:4]=2[C:3]=1[OH:26]. The catalyst class is: 13. (3) Reactant: B.[CH3:2][N:3]1[CH2:8][CH2:7][C:6](=[N:9][NH:10]C(OC(C)(C)C)=O)[CH2:5][CH2:4]1.Cl. Product: [CH3:2][N:3]1[CH2:8][CH2:7][CH:6]([NH:9][NH2:10])[CH2:5][CH2:4]1. The catalyst class is: 1. (4) Reactant: [C:1]([O:5][C:6]([NH:8][C@@H:9]([CH2:17][CH2:18][CH:19]([CH2:25][CH2:26][CH2:27][OH:28])[C:20]([O:22][CH2:23][CH3:24])=[O:21])[C:10]([O:12][C:13]([CH3:16])([CH3:15])[CH3:14])=[O:11])=[O:7])([CH3:4])([CH3:3])[CH3:2].C(N(CC)CC)C.[C:36]1([CH3:46])[CH:41]=[CH:40][C:39]([S:42](Cl)(=[O:44])=[O:43])=[CH:38][CH:37]=1. Product: [CH2:23]([O:22][C:20](=[O:21])[CH:19]([CH2:25][CH2:26][CH2:27][O:28][S:42]([C:39]1[CH:40]=[CH:41][C:36]([CH3:46])=[CH:37][CH:38]=1)(=[O:44])=[O:43])[CH2:18][CH2:17][C@H:9]([NH:8][C:6]([O:5][C:1]([CH3:4])([CH3:3])[CH3:2])=[O:7])[C:10]([O:12][C:13]([CH3:15])([CH3:16])[CH3:14])=[O:11])[CH3:24]. The catalyst class is: 4. (5) Reactant: [NH2:1]/[C:2](/OCC)=[CH:3]\[C:4](=O)[C:5]([F:8])([F:7])[F:6].Cl.[NH2:14][NH2:15].C(N(CC)CC)C. Product: [F:6][C:5]([F:8])([F:7])[C:4]1[CH:3]=[C:2]([NH2:1])[NH:14][N:15]=1. The catalyst class is: 8. (6) Reactant: [F:1][C:2]1[CH:3]=[C:4]([C@@H:9]2[CH2:13][NH:12][CH2:11][C@H:10]2[NH:14][C:15](=[O:21])[O:16][C:17]([CH3:20])([CH3:19])[CH3:18])[CH:5]=[CH:6][C:7]=1[F:8].Br[CH2:23][C:24]#[N:25]. Product: [C:24]([CH2:23][N:12]1[CH2:13][C@@H:9]([C:4]2[CH:5]=[CH:6][C:7]([F:8])=[C:2]([F:1])[CH:3]=2)[C@H:10]([NH:14][C:15](=[O:21])[O:16][C:17]([CH3:18])([CH3:20])[CH3:19])[CH2:11]1)#[N:25]. The catalyst class is: 1. (7) Product: [CH3:19][C:2]1[N:3]=[C:4]([N:13]2[CH2:18][CH2:17][O:16][CH2:15][CH2:14]2)[C:5]2[S:10][C:9]([CH2:11][O:12][S:27]([CH3:26])(=[O:29])=[O:28])=[CH:8][C:6]=2[N:7]=1. Reactant: Cl[C:2]1[N:3]=[C:4]([N:13]2[CH2:18][CH2:17][O:16][CH2:15][CH2:14]2)[C:5]2[S:10][C:9]([CH2:11][OH:12])=[CH:8][C:6]=2[N:7]=1.[CH2:19](N(CC)CC)C.[CH3:26][S:27](Cl)(=[O:29])=[O:28]. The catalyst class is: 4.